This data is from Full USPTO retrosynthesis dataset with 1.9M reactions from patents (1976-2016). The task is: Predict the reactants needed to synthesize the given product. (1) Given the product [F:1][C:2]1[CH:10]=[C:9]([CH:11]=[O:12])[CH:8]=[CH:7][C:3]=1[C:4]([NH:20][C:21]1[CH:26]=[C:25]([S:27][C:28]2[CH:33]=[CH:32][CH:31]=[CH:30][CH:29]=2)[CH:24]=[CH:23][C:22]=1[OH:34])=[O:6], predict the reactants needed to synthesize it. The reactants are: [F:1][C:2]1[CH:10]=[C:9]([CH:11]=[O:12])[CH:8]=[CH:7][C:3]=1[C:4]([OH:6])=O.C(Cl)(=O)C(Cl)=O.Cl.[NH2:20][C:21]1[CH:26]=[C:25]([S:27][C:28]2[CH:33]=[CH:32][CH:31]=[CH:30][CH:29]=2)[CH:24]=[CH:23][C:22]=1[OH:34].C(N(C(C)C)CC)(C)C.Cl. (2) Given the product [F:1][C:2]1[CH:7]=[CH:6][CH:5]=[CH:4][C:3]=1[N:8]1[C:16]2[C:11](=[C:12]([N:17]3[CH2:21][CH2:20][N:19]([CH2:26][C:27]4[CH:32]=[N:31][CH:30]=[C:29]([CH3:33])[N:28]=4)[C:18]3=[O:22])[CH:13]=[CH:14][CH:15]=2)[CH:10]=[N:9]1, predict the reactants needed to synthesize it. The reactants are: [F:1][C:2]1[CH:7]=[CH:6][CH:5]=[CH:4][C:3]=1[N:8]1[C:16]2[C:11](=[C:12]([N:17]3[CH2:21][CH2:20][NH:19][C:18]3=[O:22])[CH:13]=[CH:14][CH:15]=2)[CH:10]=[N:9]1.[H-].[Na+].Cl[CH2:26][C:27]1[CH:32]=[N:31][CH:30]=[C:29]([CH3:33])[N:28]=1. (3) Given the product [CH3:27][O:26][N:25]([CH3:24])[C:6](=[O:8])[C:5]1[CH:9]=[CH:10][C:11]([C:13]2[C:18]([C:19]([F:21])([F:22])[F:20])=[CH:17][CH:16]=[CH:15][N:14]=2)=[CH:12][C:4]=1[N+:1]([O-:3])=[O:2], predict the reactants needed to synthesize it. The reactants are: [N+:1]([C:4]1[CH:12]=[C:11]([C:13]2[C:18]([C:19]([F:22])([F:21])[F:20])=[CH:17][CH:16]=[CH:15][N:14]=2)[CH:10]=[CH:9][C:5]=1[C:6]([OH:8])=O)([O-:3])=[O:2].Cl.[CH3:24][NH:25][O:26][CH3:27].CCN=C=NCCCN(C)C.C(N(CC)CC)C.C(=O)(O)[O-].[Na+]. (4) The reactants are: [Cl:1][C:2]1[CH:3]=[CH:4][C:5]2[N:6]([C:8]([C:19]#[C:20][C:21]3[CH:26]=[CH:25][CH:24]=[C:23]([C:27]([F:30])([F:29])[F:28])[CH:22]=3)=[C:9]([CH2:11][S:12][CH2:13][C:14]([O:16]CC)=[O:15])[N:10]=2)[CH:7]=1.C(O)C.[OH-].[Na+].C(O)(=O)C. Given the product [Cl:1][C:2]1[CH:3]=[CH:4][C:5]2[N:6]([C:8]([C:19]#[C:20][C:21]3[CH:26]=[CH:25][CH:24]=[C:23]([C:27]([F:29])([F:28])[F:30])[CH:22]=3)=[C:9]([CH2:11][S:12][CH2:13][C:14]([OH:16])=[O:15])[N:10]=2)[CH:7]=1, predict the reactants needed to synthesize it.